This data is from NCI-60 drug combinations with 297,098 pairs across 59 cell lines. The task is: Regression. Given two drug SMILES strings and cell line genomic features, predict the synergy score measuring deviation from expected non-interaction effect. Drug 2: C1CCC(C(C1)N)N.C(=O)(C(=O)[O-])[O-].[Pt+4]. Cell line: SW-620. Drug 1: C1CC(C1)(C(=O)O)C(=O)O.[NH2-].[NH2-].[Pt+2]. Synergy scores: CSS=33.5, Synergy_ZIP=1.32, Synergy_Bliss=-0.922, Synergy_Loewe=-10.7, Synergy_HSA=1.80.